From a dataset of NCI-60 drug combinations with 297,098 pairs across 59 cell lines. Regression. Given two drug SMILES strings and cell line genomic features, predict the synergy score measuring deviation from expected non-interaction effect. Drug 1: CCC1(CC2CC(C3=C(CCN(C2)C1)C4=CC=CC=C4N3)(C5=C(C=C6C(=C5)C78CCN9C7C(C=CC9)(C(C(C8N6C=O)(C(=O)OC)O)OC(=O)C)CC)OC)C(=O)OC)O.OS(=O)(=O)O. Drug 2: COC1=NC(=NC2=C1N=CN2C3C(C(C(O3)CO)O)O)N. Cell line: CAKI-1. Synergy scores: CSS=-8.02, Synergy_ZIP=2.58, Synergy_Bliss=-2.20, Synergy_Loewe=-7.85, Synergy_HSA=-7.81.